Task: Predict the product of the given reaction.. Dataset: Forward reaction prediction with 1.9M reactions from USPTO patents (1976-2016) (1) The product is: [O:33]1[CH2:34][CH2:35][N:30]([C:36]([O:1][C:2]2[CH:24]=[CH:23][C:22]([C:25]3[CH:29]=[CH:28][S:27][CH:26]=3)=[CH:21][C:3]=2[C:4]([NH:6][C:7]2[CH:12]=[C:11]([C:13]([F:15])([F:14])[F:16])[CH:10]=[C:9]([C:17]([F:18])([F:19])[F:20])[CH:8]=2)=[O:5])=[O:37])[CH2:31][CH2:32]1. Given the reactants [OH:1][C:2]1[CH:24]=[CH:23][C:22]([C:25]2[CH:29]=[CH:28][S:27][CH:26]=2)=[CH:21][C:3]=1[C:4]([NH:6][C:7]1[CH:12]=[C:11]([C:13]([F:16])([F:15])[F:14])[CH:10]=[C:9]([C:17]([F:20])([F:19])[F:18])[CH:8]=1)=[O:5].[N:30]1([C:36](Cl)=[O:37])[CH2:35][CH2:34][O:33][CH2:32][CH2:31]1, predict the reaction product. (2) Given the reactants C(N(C(C)C)CC)(C)C.CN(C(ON1N=NC2C=CC=CC1=2)=[N+](C)C)C.F[P-](F)(F)(F)(F)F.[CH3:34][N:35]([CH3:41])[C@H:36]1[CH2:40][CH2:39][NH:38][CH2:37]1.[CH2:42]([O:44][C:45](=[O:58])[CH2:46][CH2:47][N:48]1[CH:52]=[CH:51][N:50]=[C:49]1[CH2:53][CH2:54][C:55](O)=[O:56])[CH3:43], predict the reaction product. The product is: [CH3:34][N:35]([CH3:41])[C@H:36]1[CH2:40][CH2:39][N:38]([C:55](=[O:56])[CH2:54][CH2:53][C:49]2[N:48]([CH2:47][CH2:46][C:45]([O:44][CH2:42][CH3:43])=[O:58])[CH:52]=[CH:51][N:50]=2)[CH2:37]1. (3) The product is: [ClH:32].[CH:1]([C:5]1[C:6]2[C:10]([CH:11]=[CH:12][CH:13]=1)=[N:9][N:8]1[C:14]([CH:19]3[CH2:20][CH2:21][NH:22][CH2:23][CH2:24]3)=[CH:15][C:16](=[O:18])[NH:17][C:7]=21)([CH2:3][CH3:4])[CH3:2]. Given the reactants [CH:1]([C:5]1[C:6]2[C:10]([CH:11]=[CH:12][CH:13]=1)=[N:9][N:8]1[C:14]([CH:19]3[CH2:24][CH2:23][N:22](C(OC(C)(C)C)=O)[CH2:21][CH2:20]3)=[CH:15][C:16](=[O:18])[NH:17][C:7]=21)([CH2:3][CH3:4])[CH3:2].[ClH:32], predict the reaction product.